Dataset: Reaction yield outcomes from USPTO patents with 853,638 reactions. Task: Predict the reaction yield, written as a fraction of the theoretical maximum amount of product (1.0 means a 100% yield; for example, 0.34 means a 34% yield). (1) The reactants are [F:1][C:2]1[CH:19]=[CH:18][C:5]([CH2:6][C:7]2[CH:8]=[C:9]3[NH:15][CH2:14][C:13]([CH3:17])([CH3:16])[C:10]3=[N:11][CH:12]=2)=[CH:4][CH:3]=1.[Cl:20][CH2:21][C:22](Cl)=[O:23]. The catalyst is C(#N)C. The product is [ClH:20].[Cl:20][CH2:21][C:22]([N:15]1[C:9]2[C:10](=[N:11][CH:12]=[C:7]([CH2:6][C:5]3[CH:4]=[CH:3][C:2]([F:1])=[CH:19][CH:18]=3)[CH:8]=2)[C:13]([CH3:17])([CH3:16])[CH2:14]1)=[O:23]. The yield is 0.830. (2) The reactants are CCN(C(C)C)C(C)C.[CH2:10]([O:17][N:18]1[C:24](=[O:25])[N:23]2[CH2:26][C@H:19]1[CH2:20][CH2:21][C@H:22]2[C:27]([OH:29])=O)[C:11]1[CH:16]=[CH:15][CH:14]=[CH:13][CH:12]=1.[NH:30]([C:32]([N:34]1[CH2:39][CH2:38][N:37]([C:40]([O:42][C:43]([CH3:46])([CH3:45])[CH3:44])=[O:41])[CH2:36][CH2:35]1)=[O:33])[NH2:31].CN(C(ON1N=NC2C=CC=NC1=2)=[N+](C)C)C.F[P-](F)(F)(F)(F)F. The catalyst is CN(C=O)C.O. The product is [CH2:10]([O:17][N:18]1[C:24](=[O:25])[N:23]2[CH2:26][C@H:19]1[CH2:20][CH2:21][C@H:22]2[C:27]([NH:31][NH:30][C:32]([N:34]1[CH2:35][CH2:36][N:37]([C:40]([O:42][C:43]([CH3:46])([CH3:45])[CH3:44])=[O:41])[CH2:38][CH2:39]1)=[O:33])=[O:29])[C:11]1[CH:12]=[CH:13][CH:14]=[CH:15][CH:16]=1. The yield is 0.540. (3) The reactants are [NH:1]([C:3]1[CH:11]=[CH:10][C:6]([C:7]([OH:9])=[O:8])=[CH:5][CH:4]=1)[NH2:2].[C:12]1(=O)[CH2:16][CH2:15][CH2:14][CH2:13]1. The catalyst is C(O)(=O)C. The product is [C:12]1(=[N:2][NH:1][C:3]2[CH:4]=[CH:5][C:6]([C:7]([OH:9])=[O:8])=[CH:10][CH:11]=2)[CH2:16][CH2:15][CH2:14][CH2:13]1. The yield is 0.780. (4) The reactants are [Br:1][C:2]1[CH:9]=[CH:8][CH:7]=[CH:6][C:3]=1[CH:4]=O.[CH3:10][C:11]([CH3:13])=[O:12].Cl. The catalyst is [OH-].[Na+].O. The product is [Br:1][C:2]1[CH:9]=[CH:8][CH:7]=[CH:6][C:3]=1/[CH:4]=[CH:10]/[C:11](=[O:12])[CH3:13]. The yield is 0.960. (5) The reactants are [C:1]([O:5][C:6]([N:8]1[CH2:12][C:11](=O)[CH2:10][C@H:9]1[C:14]([OH:16])=[O:15])=[O:7])([CH3:4])([CH3:3])[CH3:2].[NH2:17][O:18][CH2:19][C:20]1[CH:25]=[CH:24][C:23]([O:26][CH3:27])=[CH:22][CH:21]=1. No catalyst specified. The product is [C:1]([O:5][C:6]([N:8]1[CH2:12][C:11](=[N:17][O:18][CH2:19][C:20]2[CH:25]=[CH:24][C:23]([O:26][CH3:27])=[CH:22][CH:21]=2)[CH2:10][C@H:9]1[C:14]([OH:16])=[O:15])=[O:7])([CH3:4])([CH3:3])[CH3:2]. The yield is 0.850. (6) No catalyst specified. The reactants are [C:1]1(=[O:11])[NH:5][C:4](=[O:6])[C:3]2=[CH:7][CH:8]=[CH:9][CH:10]=[C:2]12.[CH2:12](O)[CH2:13][C:14]#[CH:15]. The yield is 0.840. The product is [CH2:15]([N:5]1[C:1](=[O:11])[C:2]2=[CH:10][CH:9]=[CH:8][CH:7]=[C:3]2[C:4]1=[O:6])[CH2:14][C:13]#[CH:12]. (7) The reactants are [C:1]([NH:5][S:6]([CH2:9][CH2:10][CH2:11]Cl)(=[O:8])=[O:7])([CH3:4])([CH3:3])[CH3:2].[Li]CCCC. The catalyst is C1COCC1. The product is [C:1]([NH:5][S:6]([CH:9]1[CH2:11][CH2:10]1)(=[O:8])=[O:7])([CH3:4])([CH3:3])[CH3:2]. The yield is 0.560. (8) The reactants are [C:1]([O:5][C:6]([N:8]1[CH2:13][CH2:12][N:11]([S:14]([C:17]2[CH:18]=[C:19]([CH:23]=[CH:24][C:25]=2[O:26][C:27]2[CH:32]=[C:31]([CH3:33])[CH:30]=[C:29]([CH3:34])[CH:28]=2)[C:20]([OH:22])=O)(=[O:16])=[O:15])[CH2:10][CH2:9]1)=[O:7])([CH3:4])([CH3:3])[CH3:2].[NH3:35]. The catalyst is C1COCC1.O1CCOCC1. The product is [NH2:35][C:20]([C:19]1[CH:23]=[CH:24][C:25]([O:26][C:27]2[CH:32]=[C:31]([CH3:33])[CH:30]=[C:29]([CH3:34])[CH:28]=2)=[C:17]([S:14]([N:11]2[CH2:10][CH2:9][N:8]([C:6]([O:5][C:1]([CH3:2])([CH3:3])[CH3:4])=[O:7])[CH2:13][CH2:12]2)(=[O:15])=[O:16])[CH:18]=1)=[O:22]. The yield is 0.711. (9) The reactants are C([O:5][C:6]([C:8]1[N:9]([C:13](=[O:32])[CH2:14][CH2:15][CH2:16][CH2:17][C:18]([N:20]2[CH:24]=[CH:23][CH:22]=[C:21]2[C:25]([O:27]C(C)(C)C)=[O:26])=[O:19])[CH:10]=[CH:11][CH:12]=1)=[O:7])(C)(C)C.FC(F)(F)C(O)=O. The catalyst is ClCCl. The product is [C:25]([C:21]1[N:20]([C:18](=[O:19])[CH2:17][CH2:16][CH2:15][CH2:14][C:13]([N:9]2[CH:10]=[CH:11][CH:12]=[C:8]2[C:6]([OH:7])=[O:5])=[O:32])[CH:24]=[CH:23][CH:22]=1)([OH:27])=[O:26]. The yield is 0.950. (10) The reactants are [CH:1]([C:3]1[CH:12]=[CH:11][C:6]([C:7]([O:9][CH3:10])=[O:8])=[CH:5][CH:4]=1)=O.[CH3:13][N:14]([CH3:18])[CH2:15][CH2:16][NH2:17].C(O)(=O)C.C(O[BH-](OC(=O)C)OC(=O)C)(=O)C.[Na+]. The catalyst is C(Cl)Cl. The product is [CH3:13][N:14]([CH3:18])[CH2:15][CH2:16][NH:17][CH2:1][C:3]1[CH:12]=[CH:11][C:6]([C:7]([O:9][CH3:10])=[O:8])=[CH:5][CH:4]=1. The yield is 0.890.